Dataset: Experimentally validated miRNA-target interactions with 360,000+ pairs, plus equal number of negative samples. Task: Binary Classification. Given a miRNA mature sequence and a target amino acid sequence, predict their likelihood of interaction. (1) The miRNA is rno-miR-223-3p with sequence UGUCAGUUUGUCAAAUACCCC. The protein sequence of the target gene is MANSERTFIAIKPDGVQRGLVGEIIKRFEQKGFRLVGLKFLQASEDLLKEHYTDLKDRPFFTGLVKYMHSGPVVAMVWEGLNVVKTGRVMLGETNPADSKPGTIRGDFCIQVGRNIIHGSDSVKSAEKEISLWFQPEELVEYKSCAQNWIYE. Result: 0 (no interaction). (2) The miRNA is hsa-miR-515-3p with sequence GAGUGCCUUCUUUUGGAGCGUU. The protein sequence of the target gene is MAVISLMFLAVMYVVHHPLMVSDRMDLDTLARSRQLEKRMSEEMRQLEMEFEERSRAAEQKQKVENFWRGDTSSDQLVLGKKDMGWPFQAGGQDGGPLGWILGNLWNAGLFCLFLIFELLRQSMQHEPAFESSSEEEEEEIRVVPVSSYTRLSDFPSQEALEAFYKHYIQNAIRDLPCTCEFVESFVDDLIEACRVLSRREAHPQLEDCLGFGAAFEKWGTLHETQNFDVLVPIVPPQGTMFILEMRDPALGRRCGCVKVDSECMCKHEKLLGDVLCLVHHRDHSAMLSKCTSSIKAALC.... Result: 0 (no interaction). (3) The miRNA is hsa-miR-548ao-5p with sequence AGAAGUAACUACGGUUUUUGCA. The protein sequence of the target gene is MPGKLRSDAGLESDTAMKKGETLRKQTEEKEKKEKPKSDKTEEIAEEEETVFPKAKQVKKKAEPSEVDMNSPKSKKAKKKEEPSQNDISPKTKSLRKKKEPIEKKVVSSKTKKVTKNEEPSEEEIDAPKPKKMKKEKEMNGETREKSPKLKNGFPHPEPDCNPSEAASEESNSEIEQEIPVEQKEGAFSNFPISEETIKLLKGRGVTFLFPIQAKTFHHVYSGKDLIAQARTGTGKTFSFAIPLIEKLHGELQDRKRGRAPQVLVLAPTRELANQVSKDFSDITKKLSVACFYGGTPYGG.... Result: 1 (interaction). (4) The miRNA is hsa-miR-629-3p with sequence GUUCUCCCAACGUAAGCCCAGC. The protein sequence of the target gene is MAASIVRRGMLLARQVVLPQLSPAGKRYLLSSAYVDSHKWEAREKEHYCLADLASLMDKTFERKLPVSSLTISRLIDNISSREEIDHAEYYLYKFRHSPNCWYLRNWTIHTWIRQCLKYDAQDKALYTLVNKVQYGIFPDNFTFNLLMDSFIKKENYKDALSVVFEVMMQEAFEVPSTQLLSLYVLFHCLAKKTDFSWEEERNFGASLLLPGLKQKNSVGFSSQLYGYALLGKVELQQGLRAVYHNMPLIWKPGYLDRALQVMEKVAASPEDIKLCREALDVLGAVLKALTSADGASEEQ.... Result: 1 (interaction). (5) The miRNA is rno-miR-30c-1-3p with sequence CUGGGAGAGGGUUGUUUACUCC. The protein sequence of the target gene is MKVLAAGIVPLLLLVLHWKHGAGSPLPITPVNATCAIRHPCHGNLMNQIKNQLAQLNGSANALFISYYTAQGEPFPNNVEKLCAPNMTDFPSFHGNGTEKTKLVELYRMVAYLSASLTNITRDQKVLNPTAVSLQVKLNATIDVMRGLLSNVLCRLCNKYRVGHVDVPPVPDHSDKEAFQRKKLGCQLLGTYKQVISVVVQAF. Result: 0 (no interaction). (6) The miRNA is hsa-miR-3182 with sequence GCUUCUGUAGUGUAGUC. The protein sequence of the target gene is MVSKLTSLQQELLSALLSSGVTKEVLVQALEELLPSPNFGVKLETLPLSPGSGAEPDTKPVFHTLTNGHAKGRLSGDEGSEDGDDYDTPPILKELQALNTEEAAEQRAEVDRMLSEDPWRAAKMIKGYMQQHNIPQREVVDVTGLNQSHLSQHLNKGTPMKTQKRAALYTWYVRKQREILRQFNQTVQSSGNMTDKSSQDQLLFLFPEFSQQSHGPGQSDDACSEPTNKKMRRNRFKWGPASQQILYQAYDRQKNPSKEEREALVEECNRAECLQRGVSPSKAHGLGSNLVTEVRVYNWF.... Result: 0 (no interaction). (7) Result: 1 (interaction). The miRNA is hsa-miR-4423-5p with sequence AGUUGCCUUUUUGUUCCCAUGC. The protein sequence of the target gene is MLSAGLGLLMLVAVVEFLIGLIGNGSLVVWSFREWIRKFNWSSYNLIILGLAGCRFLLQWLIILDLSLFPLFQSSRWLRYLSIFWVLVSQASLWFATFLSVFYCKKITTFDRPAYLWLKQRAYNLSLWCLLGYFIINLLLTVQIGLTFYHPPQGNSSIRYPFESWQYLYAFQLNSGSYLPLVVFLVSSGMLIVSLYTHHKKMKVHSAGRRDVRAKAHITALKSLGCFLLLHLVYIMASPFSITSKTYPPDLTSVFIWETLMAAYPSLHSLILIMGIPRVKQTCQKILWKTVCARRCWGP.